Dataset: Full USPTO retrosynthesis dataset with 1.9M reactions from patents (1976-2016). Task: Predict the reactants needed to synthesize the given product. (1) Given the product [CH2:1]([O:3][C:4](=[O:15])[CH2:5][C:28]1[CH:27]=[C:26]2[C:22]([C:23]([N:32]=[C:33]=[O:34])=[CH:24][N:25]2[C:29](=[O:30])[NH2:31])=[CH:21][CH:20]=1)[CH3:2], predict the reactants needed to synthesize it. The reactants are: [CH2:1]([O:3][C:4](=[O:15])[CH2:5]C1C=C2C(C=CN2)=CC=1)[CH3:2].C(O[C:20]1[CH:21]=[C:22]2[C:26](=[CH:27][CH:28]=1)[N:25]([C:29]([NH2:31])=[O:30])[CH:24]=[C:23]2[N:32]=[C:33]=[O:34])C=C. (2) Given the product [Cl:17][C:11]1[C:10]([CH3:18])=[C:9]([C:6]2[CH:7]=[CH:8][N:4]([CH2:3][C@H:2]([NH:1][C:31]([C:28]3[CH:27]=[C:26]([C:22]4[CH:21]=[N:20][CH:25]=[CH:24][CH:23]=4)[NH:30][N:29]=3)=[O:32])[CH3:19])[N:5]=2)[CH:16]=[CH:15][C:12]=1[C:13]#[N:14], predict the reactants needed to synthesize it. The reactants are: [NH2:1][C@H:2]([CH3:19])[CH2:3][N:4]1[CH:8]=[CH:7][C:6]([C:9]2[CH:16]=[CH:15][C:12]([C:13]#[N:14])=[C:11]([Cl:17])[C:10]=2[CH3:18])=[N:5]1.[N:20]1[CH:25]=[CH:24][CH:23]=[C:22]([C:26]2[CH2:27][C:28]([C:31](O)=[O:32])=[N:29][N:30]=2)[CH:21]=1.CCN(C(C)C)C(C)C.C1C=CC2N(O)N=NC=2C=1.CCN=C=NCCCN(C)C. (3) Given the product [CH3:21][C:19]1[CH:18]=[CH:17][N:16]=[C:15]([NH:14][C:6](=[O:7])[C:5]2[CH:9]=[CH:10][C:2]([NH2:1])=[C:3]([N+:11]([O-:13])=[O:12])[CH:4]=2)[CH:20]=1, predict the reactants needed to synthesize it. The reactants are: [NH2:1][C:2]1[CH:10]=[CH:9][C:5]([C:6](Cl)=[O:7])=[CH:4][C:3]=1[N+:11]([O-:13])=[O:12].[NH2:14][C:15]1[CH:20]=[C:19]([CH3:21])[CH:18]=[CH:17][N:16]=1.CO. (4) Given the product [Cl:19][C:6]1[CH:5]=[C:4]([N+:1]([O-:3])=[O:2])[CH:10]=[C:9]([N+:11]([O-:13])=[O:12])[CH:8]=1, predict the reactants needed to synthesize it. The reactants are: [N+:1]([C:4]1[CH:5]=[C:6]([CH:8]=[C:9]([N+:11]([O-:13])=[O:12])[CH:10]=1)N)([O-:3])=[O:2].N([O-])=O.[Na+].O.[ClH:19]. (5) Given the product [Cl:1][C:2]1[CH:7]=[CH:6][N:5]=[C:4]([CH2:8][NH:9][C:10]2[O:11][C:12]3[C:18]([O:19][CH3:20])=[CH:17][C:16]([C:21]([N:31]4[CH:26]([CH2:25][F:24])[CH2:27][O:28][C:29]([CH2:33][CH2:34][OH:35])([CH3:32])[CH2:30]4)=[O:23])=[CH:15][C:13]=3[N:14]=2)[CH:3]=1, predict the reactants needed to synthesize it. The reactants are: [Cl:1][C:2]1[CH:7]=[CH:6][N:5]=[C:4]([CH2:8][NH:9][C:10]2[O:11][C:12]3[C:18]([O:19][CH3:20])=[CH:17][C:16]([C:21]([OH:23])=O)=[CH:15][C:13]=3[N:14]=2)[CH:3]=1.[F:24][CH2:25][CH:26]1[NH:31][CH2:30][C:29]([CH2:33][CH2:34][OH:35])([CH3:32])[O:28][CH2:27]1.C(N(CC)C(C)C)(C)C.CN(C(ON1N=NC2C=CC=NC1=2)=[N+](C)C)C.F[P-](F)(F)(F)(F)F. (6) The reactants are: Cl[CH2:2][C:3]([C:5]1[CH:6]=[C:7]2[C:12](=[CH:13][CH:14]=1)[NH:11][C:10](=[O:15])[CH2:9][CH2:8]2)=[O:4].[OH:16][C:17]1([C:23]2[S:24][C:25]([CH3:28])=[CH:26][CH:27]=2)[CH2:22][CH2:21][NH:20][CH2:19][CH2:18]1.C(N(CC)CC)C. Given the product [OH:16][C:17]1([C:23]2[S:24][C:25]([CH3:28])=[CH:26][CH:27]=2)[CH2:18][CH2:19][N:20]([CH2:2][C:3]([C:5]2[CH:6]=[C:7]3[C:12](=[CH:13][CH:14]=2)[NH:11][C:10](=[O:15])[CH2:9][CH2:8]3)=[O:4])[CH2:21][CH2:22]1, predict the reactants needed to synthesize it.